From a dataset of Full USPTO retrosynthesis dataset with 1.9M reactions from patents (1976-2016). Predict the reactants needed to synthesize the given product. (1) Given the product [Cl:1][C:2]1[CH:3]=[CH:4][C:5]2[O:9][C:8]([C:10]3[C:19]([N:20]([CH:22]([CH3:24])[CH3:23])[CH3:21])=[N:18][C:17]4[C:12](=[CH:13][CH:14]=[C:15]([C:25]([OH:27])=[O:26])[CH:16]=4)[N:11]=3)=[CH:7][C:6]=2[CH:29]=1, predict the reactants needed to synthesize it. The reactants are: [Cl:1][C:2]1[CH:3]=[CH:4][C:5]2[O:9][C:8]([C:10]3[C:19]([N:20]([CH:22]([CH3:24])[CH3:23])[CH3:21])=[N:18][C:17]4[C:12](=[CH:13][CH:14]=[C:15]([C:25]([O:27]C)=[O:26])[CH:16]=4)[N:11]=3)=[CH:7][C:6]=2[CH:29]=1.[OH-].[Na+].O. (2) Given the product [CH3:35][C:34]1[N:28]([C:25]2[CH:24]=[CH:23][C:22]([CH2:21][N:7]3[C:20]4[C:15](=[CH:16][CH:17]=[CH:18][CH:19]=4)[C:14]([C:13]4[CH:12]=[CH:11][CH:10]=[CH:9][CH:8]=4)=[C:6]3[C:4]([OH:3])=[O:5])=[CH:27][CH:26]=2)[C:30]([CH3:32])=[CH:29][CH:33]=1, predict the reactants needed to synthesize it. The reactants are: C([O:3][C:4]([C:6]1[N:7]([CH2:21][C:22]2[CH:27]=[CH:26][C:25]([NH2:28])=[CH:24][CH:23]=2)[C:8]2[C:13]([C:14]=1[C:15]1[CH:20]=[CH:19][CH:18]=[CH:17][CH:16]=1)=[CH:12][CH:11]=[CH:10][CH:9]=2)=[O:5])C.[CH2:29]([CH2:33][C:34](=O)[CH3:35])[C:30]([CH3:32])=O.O.[OH-].[Li+]. (3) Given the product [OH:32][C:30]([CH3:33])([CH3:31])[CH2:29][CH2:28][O:27][C:25]1[CH:24]=[CH:23][N:22]=[C:21]([O:20][CH2:19][C:11]2[NH:12][C:13]3[C:18]([C:9](=[O:8])[C:10]=2[CH3:34])=[CH:17][CH:16]=[CH:15][CH:14]=3)[CH:26]=1, predict the reactants needed to synthesize it. The reactants are: C([O:8][C:9]1[C:18]2[C:13](=[CH:14][CH:15]=[CH:16][CH:17]=2)[N:12]=[C:11]([CH2:19][O:20][C:21]2[CH:26]=[C:25]([O:27][CH2:28][CH2:29][C:30]([CH3:33])([OH:32])[CH3:31])[CH:24]=[CH:23][N:22]=2)[C:10]=1[CH3:34])C1C=CC=CC=1. (4) Given the product [Cl:21][C:16]1[CH:15]=[C:14]([C:11]2[CH:12]=[CH:13][C:8]3[N:7]=[C:29]([C:31]4[CH:32]=[C:33]([CH:36]=[CH:37][CH:38]=4)[C:34]#[N:35])[CH2:28][C:27](=[O:39])[NH:22][C:9]=3[CH:10]=2)[CH:19]=[CH:18][C:17]=1[Cl:20], predict the reactants needed to synthesize it. The reactants are: C(OC(=O)[NH:7][C:8]1[CH:13]=[CH:12][C:11]([C:14]2[CH:19]=[CH:18][C:17]([Cl:20])=[C:16]([Cl:21])[CH:15]=2)=[CH:10][C:9]=1[NH2:22])(C)(C)C.CC1(C)O[C:29]([C:31]2[CH:32]=[C:33]([CH:36]=[CH:37][CH:38]=2)[C:34]#[N:35])=[CH:28][C:27](=[O:39])O1.C(O)(C(F)(F)F)=O. (5) Given the product [CH:28]1([CH2:33][C@@H:34]([C:35]([NH:17][NH:16][C:13]2[C:14]([F:15])=[C:9]([N:3]3[CH2:4][CH2:5][N:6]([CH3:8])[CH2:7][C@H:2]3[CH3:1])[N:10]=[C:11]([CH3:18])[N:12]=2)=[O:36])[CH2:38][N:39]([O:40][CH2:41][C:42]2[CH:47]=[CH:46][CH:45]=[CH:44][CH:43]=2)[CH:48]=[O:49])[CH2:32][CH2:31][CH2:30][CH2:29]1, predict the reactants needed to synthesize it. The reactants are: [CH3:1][C@@H:2]1[CH2:7][N:6]([CH3:8])[CH2:5][CH2:4][N:3]1[C:9]1[C:14]([F:15])=[C:13]([NH:16][NH2:17])[N:12]=[C:11]([CH3:18])[N:10]=1.C(N(C(C)C)CC)(C)C.[CH:28]1([CH2:33][C@H:34]([CH2:38][N:39]([CH:48]=[O:49])[O:40][CH2:41][C:42]2[CH:47]=[CH:46][CH:45]=[CH:44][CH:43]=2)[C:35](O)=[O:36])[CH2:32][CH2:31][CH2:30][CH2:29]1.C(O)(C)C.CN1CCOCC1.ON1C2N=CC=CC=2N=N1.C(Cl)CCl. (6) Given the product [CH2:41]([O:40][CH:38]([O:37][NH:36][C:35]([C:33]1[S:32][C:31]2[CH:46]=[C:27]([CH2:26][NH:25][CH2:24][C:21]3[CH:20]=[CH:19][C:18]([CH2:17][NH:16][C@@H:8]([CH2:9][C:10]4[CH:15]=[CH:14][CH:13]=[CH:12][CH:11]=4)[C:7]([OH:47])=[O:6])=[CH:23][CH:22]=3)[CH:28]=[CH:29][C:30]=2[CH:34]=1)=[O:45])[CH3:39])[CH:42]([CH3:44])[CH3:43], predict the reactants needed to synthesize it. The reactants are: C1([O:6][C:7](=[O:47])[C@@H:8]([NH:16][CH2:17][C:18]2[CH:23]=[CH:22][C:21]([CH2:24][NH:25][CH2:26][C:27]3[CH:28]=[CH:29][C:30]4[CH:34]=[C:33]([C:35](=[O:45])[NH:36][O:37][CH:38]([O:40][CH2:41][CH:42]([CH3:44])[CH3:43])[CH3:39])[S:32][C:31]=4[CH:46]=3)=[CH:20][CH:19]=2)[CH2:9][C:10]2[CH:15]=[CH:14][CH:13]=[CH:12][CH:11]=2)CCCC1.[Li+].[OH-].Cl. (7) Given the product [Br:1][C:2]1[CH:3]=[C:4]([N+:11]([O-:13])=[O:12])[CH:5]=[C:6]2[C:10]=1[N:9]([CH2:14][CH:15]([CH3:18])[CH3:16])[CH:8]=[CH:7]2, predict the reactants needed to synthesize it. The reactants are: [Br:1][C:2]1[CH:3]=[C:4]([N+:11]([O-:13])=[O:12])[CH:5]=[C:6]2[C:10]=1[NH:9][CH:8]=[CH:7]2.[CH3:14][C:15]([CH3:18])([O-])[CH3:16].[K+].ICC(C)C.Cl. (8) Given the product [CH:5]([C:4]1[CH:7]=[CH:8][C:9]([O:10][CH3:11])=[C:2]([CH:3]=1)[O:1][C:13]1[CH:14]=[C:15]([CH:18]=[CH:19][CH:20]=1)[C:16]#[N:17])=[O:6], predict the reactants needed to synthesize it. The reactants are: [OH:1][C:2]1[CH:3]=[C:4]([CH:7]=[CH:8][C:9]=1[O:10][CH3:11])[CH:5]=[O:6].I[C:13]1[CH:14]=[C:15]([CH:18]=[CH:19][CH:20]=1)[C:16]#[N:17].C(=O)([O-])[O-].[Cs+].[Cs+].CN(C)CC(O)=O.